This data is from Reaction yield outcomes from USPTO patents with 853,638 reactions. The task is: Predict the reaction yield, written as a fraction of the theoretical maximum amount of product (1.0 means a 100% yield; for example, 0.34 means a 34% yield). (1) The reactants are [C:1]1([C:17]2[CH:22]=[CH:21][CH:20]=[CH:19][CH:18]=2)[CH:6]=[CH:5][C:4]([C@@H:7]([CH2:11][CH:12]2[CH2:16][CH2:15][CH2:14][CH2:13]2)[C:8](O)=[O:9])=[CH:3][CH:2]=1.F[P-](F)(F)(F)(F)F.N1(OC(N(C)C)=[N+](C)C)C2C=CC=CC=2N=N1.C(N(CC)C(C)C)(C)C.[NH2:56][C:57]1[S:58][CH:59]=[CH:60][N:61]=1. The catalyst is CN(C)C=O. The product is [C:1]1([C:17]2[CH:18]=[CH:19][CH:20]=[CH:21][CH:22]=2)[CH:6]=[CH:5][C:4]([C@@H:7]([CH2:11][CH:12]2[CH2:13][CH2:14][CH2:15][CH2:16]2)[C:8]([NH:56][C:57]2[S:58][CH:59]=[CH:60][N:61]=2)=[O:9])=[CH:3][CH:2]=1. The yield is 0.620. (2) The reactants are [Br:1][C:2]1[CH:6]=[N:5][N:4]([CH3:7])[C:3]=1[C:8]1[CH:9]=[C:10]([NH2:20])[CH:11]=[CH:12][C:13]=1[O:14][CH2:15][CH2:16][N:17]([CH3:19])[CH3:18].[Cl:21][C:22]1[CH:27]=[CH:26][C:25]([N:28]=[C:29]=[O:30])=[CH:24][CH:23]=1. The catalyst is C(Cl)Cl. The product is [Br:1][C:2]1[CH:6]=[N:5][N:4]([CH3:7])[C:3]=1[C:8]1[CH:9]=[C:10]([NH:20][C:29]([NH:28][C:25]2[CH:26]=[CH:27][C:22]([Cl:21])=[CH:23][CH:24]=2)=[O:30])[CH:11]=[CH:12][C:13]=1[O:14][CH2:15][CH2:16][N:17]([CH3:18])[CH3:19]. The yield is 0.850. (3) The reactants are FC(F)(F)C(O[C:6](=O)[C:7](F)(F)F)=O.[I-].[Na+].C([C@@:29]12[C@H:54]([NH:55][C:56](=[O:64])[CH2:57][C:58]3[CH:63]=[CH:62][CH:61]=[CH:60][CH:59]=3)[C:53](=[O:65])[N:30]1[C:31]([C:50]([O-:52])=[O:51])=[C:32]([CH2:37][O:38][C:39]1[CH:48]=[C:47]3[C:42]([CH:43]=[CH:44][C:45](=[O:49])[O:46]3)=[CH:41][CH:40]=1)[C:33](=[CH2:36])[S@@:34]2=O)(C1C=CC=CC=1)C1C=CC=CC=1.C(=O)(O)[O-].[Na+]. The catalyst is CC(C)=O.C(OCC)(=O)C. The product is [CH:43]([O:52][C:50]([C:31]1[N:30]2[C:53](=[O:65])[C@@H:54]([NH:55][C:56](=[O:64])[CH2:57][C:58]3[CH:63]=[CH:62][CH:61]=[CH:60][CH:59]=3)[C@H:29]2[S:34][C:33](=[CH2:36])[C:32]=1[CH2:37][O:38][C:39]1[CH:48]=[C:47]2[C:42]([CH:43]=[CH:44][C:45](=[O:49])[O:46]2)=[CH:41][CH:40]=1)=[O:51])([C:6]1[CH:7]=[CH:50][CH:31]=[CH:32][CH:33]=1)[C:42]1[CH:41]=[CH:40][CH:39]=[CH:48][CH:47]=1. The yield is 0.950. (4) The reactants are [CH2:1]([N:8]1[CH2:13][CH2:12][C@H:11]([OH:14])[C@H:10]([CH2:15][O:16]S(C2C=CC(C)=CC=2)(=O)=O)[CH2:9]1)[C:2]1[CH:7]=[CH:6][CH:5]=[CH:4][CH:3]=1.C(=O)([O-])[O-].[K+].[K+].O.C(OCC)(=O)C.[F:40][C:41]1[CH:46]=[CH:45][CH:44]=[CH:43][C:42]=1O. The catalyst is CN(C)C=O. The product is [CH2:1]([N:8]1[CH2:13][CH2:12][C@H:11]([OH:14])[C@H:10]([CH2:15][O:16][C:42]2[CH:43]=[CH:44][CH:45]=[CH:46][C:41]=2[F:40])[CH2:9]1)[C:2]1[CH:3]=[CH:4][CH:5]=[CH:6][CH:7]=1. The yield is 0.320.